Task: Predict the reactants needed to synthesize the given product.. Dataset: Full USPTO retrosynthesis dataset with 1.9M reactions from patents (1976-2016) (1) Given the product [CH3:8][C:7]1[C:2]([N:22]2[CH2:27][CH2:26][O:25][CH2:24][CH2:23]2)=[N:3][C:4]([C:15]2[CH:16]=[C:17]([OH:21])[CH:18]=[CH:19][CH:20]=2)=[N:5][C:6]=1[NH:9][C@@H:10]1[CH2:14][CH2:13][O:12][CH2:11]1, predict the reactants needed to synthesize it. The reactants are: Cl[C:2]1[C:7]([CH3:8])=[C:6]([NH:9][C@@H:10]2[CH2:14][CH2:13][O:12][CH2:11]2)[N:5]=[C:4]([C:15]2[CH:16]=[C:17]([OH:21])[CH:18]=[CH:19][CH:20]=2)[N:3]=1.[NH:22]1[CH2:27][CH2:26][O:25][CH2:24][CH2:23]1.C([O-])([O-])=O.[Na+].[Na+]. (2) Given the product [F:20][C:21]1[CH:22]=[CH:23][C:24]([CH2:27][C@@H:28]([NH:31][C:3]2[S:4]/[C:5](=[CH:9]\[C:10]3[CH:11]=[C:12]4[C:17](=[CH:18][CH:19]=3)[N:16]=[CH:15][CH:14]=[CH:13]4)/[C:6](=[O:8])[N:7]=2)[CH2:29][OH:30])=[CH:25][CH:26]=1, predict the reactants needed to synthesize it. The reactants are: CS[C:3]1[S:4]/[C:5](=[CH:9]\[C:10]2[CH:11]=[C:12]3[C:17](=[CH:18][CH:19]=2)[N:16]=[CH:15][CH:14]=[CH:13]3)/[C:6](=[O:8])[N:7]=1.[F:20][C:21]1[CH:26]=[CH:25][C:24]([CH2:27][C@@H:28]([NH2:31])[CH2:29][OH:30])=[CH:23][CH:22]=1.CCN(C(C)C)C(C)C. (3) Given the product [Cl:16][C:17]1[CH:18]=[C:19]([C:20](=[O:21])[CH2:12][CH3:13])[CH:23]=[CH:24][C:25]=1[Cl:26], predict the reactants needed to synthesize it. The reactants are: O(CCN(C)C)CCN(C)C.[CH2:12]([Mg]Br)[CH3:13].[Cl:16][C:17]1[CH:18]=[C:19]([CH:23]=[CH:24][C:25]=1[Cl:26])[C:20](Cl)=[O:21]. (4) Given the product [Cl:1][C:2]1[CH:11]=[CH:10][C:9]2[N:8]=[CH:7][C:6]3[N:12]([S:41]([C:37]4[CH:36]=[C:35]([CH3:34])[CH:40]=[CH:39][CH:38]=4)(=[O:43])=[O:42])[C:13](=[O:26])[N:14]([C:15]4[CH:20]=[CH:19][C:18]([C:21]([CH3:24])([CH3:25])[C:22]#[N:23])=[CH:17][CH:16]=4)[C:5]=3[C:4]=2[CH:3]=1, predict the reactants needed to synthesize it. The reactants are: [Cl:1][C:2]1[CH:11]=[CH:10][C:9]2[N:8]=[CH:7][C:6]3[NH:12][C:13](=[O:26])[N:14]([C:15]4[CH:20]=[CH:19][C:18]([C:21]([CH3:25])([CH3:24])[C:22]#[N:23])=[CH:17][CH:16]=4)[C:5]=3[C:4]=2[CH:3]=1.C(N(CC)CC)C.[CH3:34][C:35]1[CH:36]=[C:37]([S:41](Cl)(=[O:43])=[O:42])[CH:38]=[CH:39][CH:40]=1.O. (5) Given the product [CH3:43][O:42][C:40]([C:33]1[C:34]([C:36]([F:39])([F:37])[F:38])=[N:35][C:30]([O:8][C:6]2[CH:5]=[CH:4][C:3]([CH:9]([CH3:28])[C:10]([OH:15])([C:16]3[CH:17]=[CH:18][C:19]4[O:24][CH2:23][C:22](=[O:25])[N:21]([CH3:26])[C:20]=4[CH:27]=3)[C:11]([F:12])([F:13])[F:14])=[C:2]([Cl:1])[CH:7]=2)=[N:31][CH:32]=1)=[O:41], predict the reactants needed to synthesize it. The reactants are: [Cl:1][C:2]1[CH:7]=[C:6]([OH:8])[CH:5]=[CH:4][C:3]=1[CH:9]([CH3:28])[C:10]([C:16]1[CH:17]=[CH:18][C:19]2[O:24][CH2:23][C:22](=[O:25])[N:21]([CH3:26])[C:20]=2[CH:27]=1)([OH:15])[C:11]([F:14])([F:13])[F:12].Cl[C:30]1[N:35]=[C:34]([C:36]([F:39])([F:38])[F:37])[C:33]([C:40]([O:42][CH3:43])=[O:41])=[CH:32][N:31]=1.C1N2CCN(CC2)C1. (6) Given the product [Cl:1][C:2]1[CH:3]=[C:4]([C:8]2[CH:9]=[CH:10][C:11]3[N:17]([CH2:20][CH3:21])[C:16](=[O:18])[CH2:15][CH2:14][NH:13][C:12]=3[N:19]=2)[CH:5]=[CH:6][CH:7]=1, predict the reactants needed to synthesize it. The reactants are: [Cl:1][C:2]1[CH:3]=[C:4]([C:8]2[CH:9]=[CH:10][C:11]3[NH:17][C:16](=[O:18])[CH2:15][CH2:14][NH:13][C:12]=3[N:19]=2)[CH:5]=[CH:6][CH:7]=1.[CH3:20][C:21]([O-])(C)C.[K+].C(I)C.